This data is from Full USPTO retrosynthesis dataset with 1.9M reactions from patents (1976-2016). The task is: Predict the reactants needed to synthesize the given product. (1) Given the product [N:1]1([C:7](=[O:29])[CH2:8][CH2:9][CH2:10][CH2:11][CH2:12][N:13]2[C:25]3[C:24]4[CH:23]=[CH:22][CH:21]=[CH:20][C:19]=4[N:18]=[C:17]([NH2:42])[C:16]=3[N:15]=[C:14]2[CH2:26][CH2:27][CH3:28])[CH2:6][CH2:5][O:4][CH2:3][CH2:2]1, predict the reactants needed to synthesize it. The reactants are: [N:1]1([C:7](=[O:29])[CH2:8][CH2:9][CH2:10][CH2:11][CH2:12][N:13]2[C:25]3[C:24]4[CH:23]=[CH:22][CH:21]=[CH:20][C:19]=4[N:18]=[CH:17][C:16]=3[N:15]=[C:14]2[CH2:26][CH2:27][CH3:28])[CH2:6][CH2:5][O:4][CH2:3][CH2:2]1.C1C=C(Cl)C=C(C(OO)=O)C=1.[OH-].[NH4+:42].C1(C)C=CC(S(Cl)(=O)=O)=CC=1. (2) Given the product [ClH:39].[F:1][C:2]1[CH:3]=[C:4]([S:8]([C:11]2[S:15][C:14]([CH2:16][NH:17][CH3:18])=[CH:13][C:12]=2[C:26]2[C:27]([F:32])=[N:28][CH:29]=[CH:30][CH:31]=2)(=[O:9])=[O:10])[CH:5]=[CH:6][CH:7]=1, predict the reactants needed to synthesize it. The reactants are: [F:1][C:2]1[CH:3]=[C:4]([S:8]([C:11]2[S:15][C:14]([CH2:16][N:17](C)[C:18](=O)OC(C)(C)C)=[CH:13][C:12]=2[C:26]2[C:27]([F:32])=[N:28][CH:29]=[CH:30][CH:31]=2)(=[O:10])=[O:9])[CH:5]=[CH:6][CH:7]=1.C(OCC)(=O)C.[ClH:39].